From a dataset of NCI-60 drug combinations with 297,098 pairs across 59 cell lines. Regression. Given two drug SMILES strings and cell line genomic features, predict the synergy score measuring deviation from expected non-interaction effect. (1) Drug 1: CS(=O)(=O)C1=CC(=C(C=C1)C(=O)NC2=CC(=C(C=C2)Cl)C3=CC=CC=N3)Cl. Drug 2: CCC1(CC2CC(C3=C(CCN(C2)C1)C4=CC=CC=C4N3)(C5=C(C=C6C(=C5)C78CCN9C7C(C=CC9)(C(C(C8N6C)(C(=O)OC)O)OC(=O)C)CC)OC)C(=O)OC)O.OS(=O)(=O)O. Cell line: A549. Synergy scores: CSS=47.5, Synergy_ZIP=4.73, Synergy_Bliss=12.5, Synergy_Loewe=-3.82, Synergy_HSA=11.7. (2) Drug 1: CC12CCC3C(C1CCC2O)C(CC4=C3C=CC(=C4)O)CCCCCCCCCS(=O)CCCC(C(F)(F)F)(F)F. Drug 2: CN(CCCl)CCCl.Cl. Cell line: HL-60(TB). Synergy scores: CSS=40.0, Synergy_ZIP=0.463, Synergy_Bliss=1.04, Synergy_Loewe=-26.5, Synergy_HSA=0.0879. (3) Drug 1: CC12CCC3C(C1CCC2O)C(CC4=C3C=CC(=C4)O)CCCCCCCCCS(=O)CCCC(C(F)(F)F)(F)F. Drug 2: C1=NC2=C(N=C(N=C2N1C3C(C(C(O3)CO)O)F)Cl)N. Cell line: SW-620. Synergy scores: CSS=1.45, Synergy_ZIP=-1.90, Synergy_Bliss=-1.51, Synergy_Loewe=-1.83, Synergy_HSA=-1.41. (4) Drug 1: CC(C)(C#N)C1=CC(=CC(=C1)CN2C=NC=N2)C(C)(C)C#N. Drug 2: C1C(C(OC1N2C=NC(=NC2=O)N)CO)O. Cell line: OVCAR-5. Synergy scores: CSS=1.27, Synergy_ZIP=3.40, Synergy_Bliss=4.82, Synergy_Loewe=-0.169, Synergy_HSA=-0.608. (5) Drug 1: CC12CCC(CC1=CCC3C2CCC4(C3CC=C4C5=CN=CC=C5)C)O. Drug 2: COCCOC1=C(C=C2C(=C1)C(=NC=N2)NC3=CC=CC(=C3)C#C)OCCOC.Cl. Cell line: UACC-257. Synergy scores: CSS=5.16, Synergy_ZIP=-0.440, Synergy_Bliss=1.59, Synergy_Loewe=0.651, Synergy_HSA=0.447. (6) Drug 1: CC1=CC=C(C=C1)C2=CC(=NN2C3=CC=C(C=C3)S(=O)(=O)N)C(F)(F)F. Drug 2: CCCCCOC(=O)NC1=NC(=O)N(C=C1F)C2C(C(C(O2)C)O)O. Cell line: OVCAR-4. Synergy scores: CSS=1.71, Synergy_ZIP=-1.06, Synergy_Bliss=-0.138, Synergy_Loewe=-1.46, Synergy_HSA=-0.949. (7) Drug 1: C1=CC(=CC=C1CC(C(=O)O)N)N(CCCl)CCCl.Cl. Drug 2: CN1C2=C(C=C(C=C2)N(CCCl)CCCl)N=C1CCCC(=O)O.Cl. Cell line: SK-OV-3. Synergy scores: CSS=13.2, Synergy_ZIP=-2.83, Synergy_Bliss=0.816, Synergy_Loewe=-0.836, Synergy_HSA=-0.833. (8) Drug 1: CC1=C(C=C(C=C1)NC2=NC=CC(=N2)N(C)C3=CC4=NN(C(=C4C=C3)C)C)S(=O)(=O)N.Cl. Drug 2: CC1=CC=C(C=C1)C2=CC(=NN2C3=CC=C(C=C3)S(=O)(=O)N)C(F)(F)F. Cell line: RXF 393. Synergy scores: CSS=7.37, Synergy_ZIP=1.13, Synergy_Bliss=9.10, Synergy_Loewe=9.57, Synergy_HSA=10.3. (9) Drug 1: CN(C)N=NC1=C(NC=N1)C(=O)N. Drug 2: CC(C)(C#N)C1=CC(=CC(=C1)CN2C=NC=N2)C(C)(C)C#N. Cell line: MDA-MB-231. Synergy scores: CSS=-1.84, Synergy_ZIP=1.12, Synergy_Bliss=-0.634, Synergy_Loewe=-2.72, Synergy_HSA=-3.63. (10) Drug 1: C1=CC(=C2C(=C1NCCNCCO)C(=O)C3=C(C=CC(=C3C2=O)O)O)NCCNCCO. Drug 2: C1CCC(CC1)NC(=O)N(CCCl)N=O. Cell line: KM12. Synergy scores: CSS=33.5, Synergy_ZIP=-11.5, Synergy_Bliss=-10.6, Synergy_Loewe=-1.70, Synergy_HSA=-1.38.